This data is from Catalyst prediction with 721,799 reactions and 888 catalyst types from USPTO. The task is: Predict which catalyst facilitates the given reaction. (1) Reactant: [Cl:1][C:2]1[CH:3]=[C:4]2[C:8](=[CH:9][CH:10]=1)[NH:7][CH:6]=[C:5]2[CH2:11][CH2:12][NH:13][C:14](=[O:22])[C:15]1[CH:20]=[CH:19][CH:18]=[C:17](I)[CH:16]=1.[OH:23][C:24]1[CH:29]=[CH:28][C:27](B(O)O)=[CH:26][CH:25]=1.C(=O)([O-])[O-].[Na+].[Na+]. Product: [Cl:1][C:2]1[CH:3]=[C:4]2[C:8](=[CH:9][CH:10]=1)[NH:7][CH:6]=[C:5]2[CH2:11][CH2:12][NH:13][C:14]([C:15]1[CH:16]=[C:17]([C:27]2[CH:28]=[CH:29][C:24]([OH:23])=[CH:25][CH:26]=2)[CH:18]=[CH:19][CH:20]=1)=[O:22]. The catalyst class is: 437. (2) Reactant: [N+:1]([C:4]1[CH:10]=[CH:9][CH:8]=[C:7]([N+:11]([O-:13])=[O:12])[C:5]=1[NH2:6])([O-:3])=[O:2].[Br:14]Br. Product: [Br:14][C:9]1[CH:10]=[C:4]([N+:1]([O-:3])=[O:2])[C:5]([NH2:6])=[C:7]([N+:11]([O-:13])=[O:12])[CH:8]=1. The catalyst class is: 15.